From a dataset of Forward reaction prediction with 1.9M reactions from USPTO patents (1976-2016). Predict the product of the given reaction. Given the reactants [Br:1][C:2]1[CH:3]=[C:4]([C:9](=[O:16])[CH2:10][C:11]([O:13][CH2:14][CH3:15])=[O:12])[C:5]([Cl:8])=[N:6][CH:7]=1.[CH:17](OCC)(OCC)[O:18][CH2:19][CH3:20].C1(C)C(C)=CC=CC=1, predict the reaction product. The product is: [Br:1][C:2]1[CH:3]=[C:4]([C:9](/[C:10](=[CH:17]/[O:18][CH2:19][CH3:20])/[C:11]([O:13][CH2:14][CH3:15])=[O:12])=[O:16])[C:5]([Cl:8])=[N:6][CH:7]=1.